From a dataset of Retrosynthesis with 50K atom-mapped reactions and 10 reaction types from USPTO. Predict the reactants needed to synthesize the given product. Given the product CCOC(=O)COCCCOS(=O)(=O)c1ccc(C)cc1, predict the reactants needed to synthesize it. The reactants are: CCOC(=O)COCCCO.Cc1ccc(S(=O)(=O)Cl)cc1.